Dataset: Peptide-MHC class II binding affinity with 134,281 pairs from IEDB. Task: Regression. Given a peptide amino acid sequence and an MHC pseudo amino acid sequence, predict their binding affinity value. This is MHC class II binding data. The peptide sequence is GKIILVAVHVASGYI. The MHC is DRB1_1302 with pseudo-sequence DRB1_1302. The binding affinity (normalized) is 0.341.